Dataset: NCI-60 drug combinations with 297,098 pairs across 59 cell lines. Task: Regression. Given two drug SMILES strings and cell line genomic features, predict the synergy score measuring deviation from expected non-interaction effect. (1) Drug 1: C1CCC(CC1)NC(=O)N(CCCl)N=O. Drug 2: CC1C(C(CC(O1)OC2CC(CC3=C2C(=C4C(=C3O)C(=O)C5=C(C4=O)C(=CC=C5)OC)O)(C(=O)CO)O)N)O.Cl. Cell line: HCT116. Synergy scores: CSS=34.7, Synergy_ZIP=-1.32, Synergy_Bliss=-3.18, Synergy_Loewe=-6.45, Synergy_HSA=-1.12. (2) Drug 1: CS(=O)(=O)C1=CC(=C(C=C1)C(=O)NC2=CC(=C(C=C2)Cl)C3=CC=CC=N3)Cl. Drug 2: C1CCC(C(C1)N)N.C(=O)(C(=O)[O-])[O-].[Pt+4]. Cell line: HT29. Synergy scores: CSS=16.3, Synergy_ZIP=-6.27, Synergy_Bliss=5.41, Synergy_Loewe=-6.33, Synergy_HSA=3.55.